From a dataset of Forward reaction prediction with 1.9M reactions from USPTO patents (1976-2016). Predict the product of the given reaction. (1) Given the reactants [I:1][C:2]1[C:10]2[C:5](=[N:6][CH:7]=[N:8][C:9]=2[NH2:11])[NH:4][N:3]=1.O[C@@H:13]1[CH2:18][CH2:17][CH2:16][N:15]([C:19]([O:21][C:22]([CH3:25])([CH3:24])[CH3:23])=[O:20])[CH2:14]1.C1(P(C2C=CC=CC=2)C2C=CC=CC=2)C=CC=CC=1.N(C(OCC)=O)=NC(OCC)=O, predict the reaction product. The product is: [NH2:11][C:9]1[N:8]=[CH:7][N:6]=[C:5]2[N:4]([C@H:17]3[CH2:18][CH2:13][CH2:14][N:15]([C:19]([O:21][C:22]([CH3:25])([CH3:24])[CH3:23])=[O:20])[CH2:16]3)[N:3]=[C:2]([I:1])[C:10]=12. (2) Given the reactants [CH3:1][C:2]([CH3:16])([CH2:9][N:10]1[CH2:15][CH2:14][CH2:13][CH2:12][CH2:11]1)[CH2:3]OS(C)(=O)=O.[I-:17].[Na+], predict the reaction product. The product is: [I:17][CH2:3][C:2]([CH3:16])([CH3:1])[CH2:9][N:10]1[CH2:15][CH2:14][CH2:13][CH2:12][CH2:11]1. (3) Given the reactants [F:1][C:2]([F:14])([F:13])[C:3]1[CH:4]=[CH:5][CH:6]=[C:7]2[C:12]=1[CH2:11][NH:10][CH2:9][CH2:8]2.[CH3:15][S:16]([C:19]1[CH:20]=[CH:21][C:22]([O:28][C@@H:29]([CH3:34])[C:30]([F:33])([F:32])[F:31])=[C:23]([CH:27]=1)[C:24](O)=[O:25])(=[O:18])=[O:17], predict the reaction product. The product is: [CH3:15][S:16]([C:19]1[CH:20]=[CH:21][C:22]([O:28][C@@H:29]([CH3:34])[C:30]([F:31])([F:32])[F:33])=[C:23]([C:24]([N:10]2[CH2:9][CH2:8][C:7]3[C:12](=[C:3]([C:2]([F:1])([F:13])[F:14])[CH:4]=[CH:5][CH:6]=3)[CH2:11]2)=[O:25])[CH:27]=1)(=[O:18])=[O:17]. (4) The product is: [C:1]([C:5]1[C:6]([OH:11])=[C:7]([CH:8]=[CH:9][CH:10]=1)[CH:22]=[O:23])([CH3:4])([CH3:2])[CH3:3]. Given the reactants [C:1]([C:5]1[CH:10]=[CH:9][CH:8]=[CH:7][C:6]=1[OH:11])([CH3:4])([CH3:3])[CH3:2].CCN(CC)CC.[Mg+2].[Cl-].[Cl-].[CH2:22]=[O:23].Cl, predict the reaction product.